Dataset: Catalyst prediction with 721,799 reactions and 888 catalyst types from USPTO. Task: Predict which catalyst facilitates the given reaction. (1) The catalyst class is: 3. Reactant: C(=O)([O-])[O-].[K+].[K+].[Cl:7][C:8]1[CH:13]=[CH:12][C:11]([C:14]2[O:22][C:21]3[CH:20]=[CH:19][N:18]([C:23]4[CH:28]=[CH:27][C:26]([OH:29])=[C:25]([O:30][CH3:31])[CH:24]=4)[C:17](=[O:32])[C:16]=3[CH:15]=2)=[CH:10][CH:9]=1.Cl[CH2:34][CH:35]1[CH2:39][CH2:38][CH2:37][O:36]1. Product: [Cl:7][C:8]1[CH:9]=[CH:10][C:11]([C:14]2[O:22][C:21]3[CH:20]=[CH:19][N:18]([C:23]4[CH:28]=[CH:27][C:26]([O:29][CH2:34][CH:35]5[CH2:39][CH2:38][CH2:37][O:36]5)=[C:25]([O:30][CH3:31])[CH:24]=4)[C:17](=[O:32])[C:16]=3[CH:15]=2)=[CH:12][CH:13]=1. (2) Reactant: [NH:1]1[C:9]2[CH:8]=[CH:7][CH:6]=[C:5]([CH:10]=[O:11])[C:4]=2[CH:3]=[CH:2]1.[H-].[Na+].[C:14]1([S:20](Cl)(=[O:22])=[O:21])[CH:19]=[CH:18][CH:17]=[CH:16][CH:15]=1.O. Product: [C:14]1([S:20]([N:1]2[C:9]3[CH:8]=[CH:7][CH:6]=[C:5]([CH:10]=[O:11])[C:4]=3[CH:3]=[CH:2]2)(=[O:22])=[O:21])[CH:19]=[CH:18][CH:17]=[CH:16][CH:15]=1. The catalyst class is: 31. (3) Reactant: Cl[C:2]1[N:7]=[C:6]([CH2:8][Cl:9])[N:5]=[C:4]([C:10]2[CH:15]=[CH:14][CH:13]=[C:12]([O:16][CH3:17])[CH:11]=2)[N:3]=1.[C:18]([C:22]1[CH:28]=[CH:27][C:25]([NH2:26])=[CH:24][CH:23]=1)([CH3:21])([CH3:20])[CH3:19]. Product: [C:18]([C:22]1[CH:23]=[CH:24][C:25]([NH:26][C:2]2[N:7]=[C:6]([CH2:8][Cl:9])[N:5]=[C:4]([C:10]3[CH:15]=[CH:14][CH:13]=[C:12]([O:16][CH3:17])[CH:11]=3)[N:3]=2)=[CH:27][CH:28]=1)([CH3:21])([CH3:19])[CH3:20]. The catalyst class is: 10. (4) The catalyst class is: 9. Product: [NH2:30][C:7]1[N:8]=[C:9]([C:13]2[C:21]3[C:16](=[N:17][CH:18]=[CH:19][CH:20]=3)[N:15]([CH2:22][C:23]3[CH:28]=[CH:27][CH:26]=[CH:25][C:24]=3[F:29])[N:14]=2)[N:10]=[C:11]2[C:6]=1[N:5]([CH2:4][C:3]1[CH:31]=[CH:32][CH:33]=[CH:34][C:2]=1[F:1])[C:40](=[O:41])[NH:12]2. Reactant: [F:1][C:2]1[CH:34]=[CH:33][CH:32]=[CH:31][C:3]=1[CH2:4][NH:5][C:6]1[C:7]([NH2:30])=[N:8][C:9]([C:13]2[C:21]3[C:16](=[N:17][CH:18]=[CH:19][CH:20]=3)[N:15]([CH2:22][C:23]3[CH:28]=[CH:27][CH:26]=[CH:25][C:24]=3[F:29])[N:14]=2)=[N:10][C:11]=1[NH2:12].C1N=CN([C:40](N2C=NC=C2)=[O:41])C=1.C(N(CC)CC)C.